Dataset: Retrosynthesis with 50K atom-mapped reactions and 10 reaction types from USPTO. Task: Predict the reactants needed to synthesize the given product. The reactants are: CC(C)(C)[Si](C)(C)OCCN(Cc1ccccc1)c1ccc2c(-c3[nH]ncc3-c3cccc(Cl)c3)c[nH]c2n1. Given the product OCCN(Cc1ccccc1)c1ccc2c(-c3[nH]ncc3-c3cccc(Cl)c3)c[nH]c2n1, predict the reactants needed to synthesize it.